This data is from Reaction yield outcomes from USPTO patents with 853,638 reactions. The task is: Predict the reaction yield, written as a fraction of the theoretical maximum amount of product (1.0 means a 100% yield; for example, 0.34 means a 34% yield). (1) The reactants are Cl[C:2]1[N:11]=[C:10]([NH:12][CH2:13][CH:14]([C:19]2[CH:24]=[CH:23][CH:22]=[CH:21][CH:20]=2)[CH2:15][N:16]([CH3:18])[CH3:17])[C:9]2[C:4](=[CH:5][CH:6]=[CH:7][CH:8]=2)[N:3]=1.[CH3:25][C:26]1[C:31](B(O)O)=[CH:30][N:29]2[CH:35]=[CH:36][N:37]=[C:28]2[CH:27]=1.C(NC1C2C(=CC=CC=2)N=C(C2SC3C=CC=CC=3C=2)N=1)(C1C=CC=CC=1)C1C=CC=CC=1. The catalyst is C(Cl)(Cl)Cl.CO. The product is [CH3:17][N:16]([CH3:18])[CH2:15][CH:14]([C:19]1[CH:24]=[CH:23][CH:22]=[CH:21][CH:20]=1)[CH2:13][NH:12][C:10]1[C:9]2[C:4](=[CH:5][CH:6]=[CH:7][CH:8]=2)[N:3]=[C:2]([C:31]2[C:26]([CH3:25])=[CH:27][C:28]3[N:29]([CH:35]=[CH:36][N:37]=3)[CH:30]=2)[N:11]=1. The yield is 0.280. (2) The reactants are [Cl:1][C:2]1[C:3]([C:31]2[C:39]3[C:34](=[CH:35][CH:36]=[CH:37][CH:38]=3)[N:33]([S:40]([C:43]3[CH:48]=[CH:47][CH:46]=[CH:45][CH:44]=3)(=[O:42])=[O:41])[CH:32]=2)=[N:4][C:5]([NH:8][CH:9]2[CH2:14][CH2:13][CH2:12][N:11]([C:15]([C:17]3[CH:22]=[CH:21][C:20]([NH:23]C(=O)OC(C)(C)C)=[CH:19][CH:18]=3)=[O:16])[CH2:10]2)=[N:6][CH:7]=1.C(O)(C(F)(F)F)=O. The catalyst is C(Cl)Cl. The product is [NH2:23][C:20]1[CH:19]=[CH:18][C:17]([C:15]([N:11]2[CH2:12][CH2:13][CH2:14][CH:9]([NH:8][C:5]3[N:4]=[C:3]([C:31]4[C:39]5[C:34](=[CH:35][CH:36]=[CH:37][CH:38]=5)[N:33]([S:40]([C:43]5[CH:44]=[CH:45][CH:46]=[CH:47][CH:48]=5)(=[O:41])=[O:42])[CH:32]=4)[C:2]([Cl:1])=[CH:7][N:6]=3)[CH2:10]2)=[O:16])=[CH:22][CH:21]=1. The yield is 0.950. (3) The reactants are [Si]([O:8][CH2:9][C@@H:10]1[C@H:14]([CH2:15][CH3:16])[CH2:13][C:12](=[CH:17][C:18]([O:20][CH2:21][CH3:22])=[O:19])[CH2:11]1)(C(C)(C)C)(C)C.CCCC[N+](CCCC)(CCCC)CCCC.[F-].CCOC(C)=O.O. The catalyst is C1COCC1. The product is [CH2:15]([C@H:14]1[C@@H:10]([CH2:9][OH:8])[CH2:11][C:12](=[CH:17][C:18]([O:20][CH2:21][CH3:22])=[O:19])[CH2:13]1)[CH3:16]. The yield is 0.950.